From a dataset of Catalyst prediction with 721,799 reactions and 888 catalyst types from USPTO. Predict which catalyst facilitates the given reaction. (1) Reactant: [Cl:1][C:2]1[C:3]([NH:11][C:12]2[CH:17]=[CH:16][C:15]([Cl:18])=[CH:14][CH:13]=2)=[N:4][CH:5]=[C:6]([CH:10]=1)[C:7]([OH:9])=O.CC[N:21]([CH:25]([CH3:27])C)[CH:22]([CH3:24])C.CN(C(ON1N=N[C:38]2C=CC=N[C:37]1=2)=[N+](C)C)C.F[P-](F)(F)(F)(F)F. Product: [N:21]1([C:7]([C:6]2[CH:5]=[N:4][C:3]([NH:11][C:12]3[CH:17]=[CH:16][C:15]([Cl:18])=[CH:14][CH:13]=3)=[C:2]([Cl:1])[CH:10]=2)=[O:9])[CH2:22][CH2:24][CH2:38][CH2:37][CH2:27][CH2:25]1. The catalyst class is: 57. (2) Reactant: [N+:1]([C:4]1[CH:5]=[C:6]([CH:49]=[C:50]([N+:52]([O-:54])=[O:53])[CH:51]=1)[C:7]([O:9][CH2:10][CH2:11][CH2:12][CH2:13][CH2:14][CH2:15][O:16][C:17](=[O:48])[C:18]1[CH:23]=[C:22]([O:24][C:25]([C:27]2([CH3:35])[CH2:32][O:31]C(C)(C)[O:29][CH2:28]2)=[O:26])[CH:21]=[C:20]([O:36][C:37]([C:39]2([CH3:47])[CH2:44][O:43]C(C)(C)[O:41][CH2:40]2)=[O:38])[CH:19]=1)=[O:8])([O-:3])=[O:2]. Product: [OH:31][CH2:32][C:27]([CH2:28][OH:29])([CH3:35])[C:25]([O:24][C:22]1[CH:23]=[C:18]([CH:19]=[C:20]([O:36][C:37](=[O:38])[C:39]([CH2:40][OH:41])([CH2:44][OH:43])[CH3:47])[CH:21]=1)[C:17]([O:16][CH2:15][CH2:14][CH2:13][CH2:12][CH2:11][CH2:10][O:9][C:7](=[O:8])[C:6]1[CH:49]=[C:50]([N+:52]([O-:54])=[O:53])[CH:51]=[C:4]([N+:1]([O-:3])=[O:2])[CH:5]=1)=[O:48])=[O:26]. The catalyst class is: 5. (3) Product: [CH2:45]([C:26]1[N:25]=[C:24]([CH3:48])[N:23]([C:20]2[CH:21]=[CH:22][C:17]([O:16][CH2:15][CH2:14][F:13])=[CH:18][CH:19]=2)[C:28](=[O:29])[C:27]=1[CH2:30][C:31]1[CH:36]=[CH:35][C:34]([C:37]2[CH:42]=[CH:41][CH:40]=[CH:39][C:38]=2[C:43]2[NH:3][C:4](=[O:7])[O:5][N:44]=2)=[CH:33][CH:32]=1)[CH2:46][CH3:47]. The catalyst class is: 13. Reactant: [Cl-].O[NH3+:3].[C:4](=[O:7])([O-])[OH:5].[Na+].CS(C)=O.[F:13][CH2:14][CH2:15][O:16][C:17]1[CH:22]=[CH:21][C:20]([N:23]2[C:28](=[O:29])[C:27]([CH2:30][C:31]3[CH:36]=[CH:35][C:34]([C:37]4[C:38]([C:43]#[N:44])=[CH:39][CH:40]=[CH:41][CH:42]=4)=[CH:33][CH:32]=3)=[C:26]([CH2:45][CH2:46][CH3:47])[N:25]=[C:24]2[CH3:48])=[CH:19][CH:18]=1. (4) Reactant: [OH:1][C@H:2]([C:7]1[CH:12]=[CH:11][CH:10]=[CH:9][C:8]=1[Cl:13])[C:3]([O:5][CH3:6])=[O:4].C(N(CC)CC)C.[N+:21]([C:24]1[CH:29]=[CH:28][C:27]([S:30](Cl)(=[O:32])=[O:31])=[CH:26][CH:25]=1)([O-:23])=[O:22].Cl. Product: [N+:21]([C:24]1[CH:25]=[CH:26][C:27]([S:30]([O:1][C@H:2]([C:7]2[CH:12]=[CH:11][CH:10]=[CH:9][C:8]=2[Cl:13])[C:3]([O:5][CH3:6])=[O:4])(=[O:32])=[O:31])=[CH:28][CH:29]=1)([O-:23])=[O:22]. The catalyst class is: 119. (5) Reactant: [Br:1][C:2]1[CH:3]=[C:4]2[C:8](=[CH:9][CH:10]=1)[N:7]([S:11]([C:14]1[CH:19]=[CH:18][C:17]([O:20][CH3:21])=[C:16]([N:22]3[CH2:27][CH2:26][NH:25][CH2:24][CH2:23]3)[CH:15]=1)(=[O:13])=[O:12])[CH:6]=[CH:5]2.[C:28]([BH3-])#N.[Na+].C=O. The catalyst class is: 5. Product: [Br:1][C:2]1[CH:3]=[C:4]2[C:8](=[CH:9][CH:10]=1)[N:7]([S:11]([C:14]1[CH:19]=[CH:18][C:17]([O:20][CH3:21])=[C:16]([N:22]3[CH2:23][CH2:24][N:25]([CH3:28])[CH2:26][CH2:27]3)[CH:15]=1)(=[O:13])=[O:12])[CH:6]=[CH:5]2. (6) Reactant: [Cl:1][C:2]1[CH:7]=[CH:6][C:5]([S:8]([N:11]([C:15]2[CH:20]=[C:19]([Cl:21])[CH:18]=[CH:17][C:16]=2[C:22]([C:24]2[C:25]3[CH:32]=[CH:31][N:30]([Si](C(C)(C)C)(C)C)[C:26]=3[N:27]=[CH:28][CH:29]=2)=[O:23])COC)(=[O:10])=[O:9])=[CH:4][C:3]=1[C:40]([F:43])([F:42])[F:41].O.CO. Product: [Cl:1][C:2]1[CH:7]=[CH:6][C:5]([S:8]([NH:11][C:15]2[CH:20]=[C:19]([Cl:21])[CH:18]=[CH:17][C:16]=2[C:22]([C:24]2[C:25]3[CH:32]=[CH:31][NH:30][C:26]=3[N:27]=[CH:28][CH:29]=2)=[O:23])(=[O:9])=[O:10])=[CH:4][C:3]=1[C:40]([F:43])([F:41])[F:42]. The catalyst class is: 89. (7) Reactant: [N:1]1[CH:6]=[CH:5][CH:4]=[CH:3][C:2]=1[C:7]1[CH:12]=[CH:11][CH:10]=[CH:9][N:8]=1.[CH3:13][O:14][C:15]1[CH:20]=[CH:19][CH:18]=[CH:17][C:16]=1[Li].[Cl-].[NH4+].[Mn]([O-])(=O)(=O)=O.[K+]. Product: [CH3:13][O:14][C:15]1[CH:20]=[CH:19][CH:18]=[CH:17][C:16]=1[C:6]1[N:1]=[C:2]([C:7]2[CH:12]=[CH:11][CH:10]=[CH:9][N:8]=2)[CH:3]=[CH:4][CH:5]=1. The catalyst class is: 883. (8) Reactant: CC(C)([O-])C.[K+].[CH3:7][C:8]([C:10]1[CH:15]=[CH:14][C:13]([O:16][CH3:17])=[CH:12][C:11]=1[O:18][CH3:19])=[O:9].[C:20](=O)([O:23]C)[O:21][CH3:22].C(O)(=O)CC(CC(O)=O)(C(O)=O)O. Product: [CH3:19][O:18][C:11]1[CH:12]=[C:13]([O:16][CH3:17])[CH:14]=[CH:15][C:10]=1[C:8](=[O:9])[CH2:7][C:20]([O:21][CH3:22])=[O:23]. The catalyst class is: 282. (9) Reactant: Cl[C:2]1[C:14]2[N:13]3[C:8]([CH2:9][CH2:10][CH2:11][CH2:12]3)=[C:7]([C:15]#[N:16])[C:6]=2[N:5]=[CH:4][N:3]=1.NC(N)=[S:19].[OH-].[Na+].ClCCl. Product: [S:19]=[C:2]1[C:14]2[N:13]3[C:8]([CH2:9][CH2:10][CH2:11][CH2:12]3)=[C:7]([C:15]#[N:16])[C:6]=2[N:5]=[CH:4][NH:3]1. The catalyst class is: 11.